Dataset: Reaction yield outcomes from USPTO patents with 853,638 reactions. Task: Predict the reaction yield, written as a fraction of the theoretical maximum amount of product (1.0 means a 100% yield; for example, 0.34 means a 34% yield). The reactants are CN(C)/[CH:3]=[CH:4]/[C:5]1[C:6]([N+:19]([O-])=O)=[CH:7][C:8]([N+:16]([O-])=O)=[C:9]([CH:15]=1)[C:10]([O:12][CH2:13][CH3:14])=[O:11].[H][H]. The catalyst is [Ni].CCO. The product is [NH2:16][C:8]1[CH:7]=[C:6]2[C:5]([CH:4]=[CH:3][NH:19]2)=[CH:15][C:9]=1[C:10]([O:12][CH2:13][CH3:14])=[O:11]. The yield is 0.300.